This data is from Full USPTO retrosynthesis dataset with 1.9M reactions from patents (1976-2016). The task is: Predict the reactants needed to synthesize the given product. The reactants are: [Cl:1][C:2]1[CH:10]=[CH:9][C:8]([C:11]([OH:13])=O)=[C:7]2[C:3]=1[CH:4]=[CH:5][NH:6]2.C1C=CC2N(O)N=NC=2C=1.[C:24]([C:28]1[CH:44]=[CH:43][C:31]([CH2:32][NH:33][CH2:34][CH2:35][C:36]2[CH:41]=[CH:40][C:39]([F:42])=[CH:38][CH:37]=2)=[CH:30][CH:29]=1)([CH3:27])([CH3:26])[CH3:25].CCN=C=NCCCN(C)C.Cl. Given the product [C:24]([C:28]1[CH:44]=[CH:43][C:31]([CH2:32][N:33]([CH2:34][CH2:35][C:36]2[CH:41]=[CH:40][C:39]([F:42])=[CH:38][CH:37]=2)[C:11]([C:8]2[CH:9]=[CH:10][C:2]([Cl:1])=[C:3]3[C:7]=2[NH:6][CH:5]=[CH:4]3)=[O:13])=[CH:30][CH:29]=1)([CH3:27])([CH3:25])[CH3:26], predict the reactants needed to synthesize it.